Dataset: Reaction yield outcomes from USPTO patents with 853,638 reactions. Task: Predict the reaction yield, written as a fraction of the theoretical maximum amount of product (1.0 means a 100% yield; for example, 0.34 means a 34% yield). (1) The reactants are [NH2:1][C:2]1[CH:3]=[C:4]([C:9]2[S:13][C:12]([C:14]([OH:20])([CH3:19])[C:15]([F:18])([F:17])[F:16])=[N:11][CH:10]=2)[CH:5]=[C:6]([CH3:8])[CH:7]=1.Cl[C:22]1[N:27]=[CH:26][C:25]([CH3:28])=[CH:24][N:23]=1.C(=O)([O-])[O-].[K+].[K+].CC(C1C=C(C(C)C)C(C2C=CC=CC=2P(C2CCCCC2)C2CCCCC2)=C(C(C)C)C=1)C. The catalyst is C1C=CC(/C=C/C(/C=C/C2C=CC=CC=2)=O)=CC=1.C1C=CC(/C=C/C(/C=C/C2C=CC=CC=2)=O)=CC=1.C1C=CC(/C=C/C(/C=C/C2C=CC=CC=2)=O)=CC=1.[Pd].[Pd]. The product is [F:16][C:15]([F:18])([F:17])[C:14]([C:12]1[S:13][C:9]([C:4]2[CH:3]=[C:2]([NH:1][C:22]3[N:27]=[CH:26][C:25]([CH3:28])=[CH:24][N:23]=3)[CH:7]=[C:6]([CH3:8])[CH:5]=2)=[CH:10][N:11]=1)([OH:20])[CH3:19]. The yield is 0.690. (2) The reactants are Br[C:2]1[N:6]2[N:7]=[C:8]([NH:11][CH2:12][CH2:13][CH2:14][CH3:15])[CH:9]=[CH:10][C:5]2=[N:4][CH:3]=1.[F:16][C:17]1[CH:31]=[C:30](B2OC(C)(C)C(C)(C)O2)[CH:29]=[CH:28][C:18]=1[CH2:19][NH:20][C:21](=[O:27])[O:22][C:23]([CH3:26])([CH3:25])[CH3:24].P([O-])([O-])([O-])=O.[K+].[K+].[K+]. The catalyst is C1C=CC(P(C2C=CC=CC=2)[C-]2C=CC=C2)=CC=1.C1C=CC(P(C2C=CC=CC=2)[C-]2C=CC=C2)=CC=1.Cl[Pd]Cl.[Fe+2].C(#N)C.O. The product is [CH2:12]([NH:11][C:8]1[CH:9]=[CH:10][C:5]2[N:6]([C:2]([C:30]3[CH:29]=[CH:28][C:18]([CH2:19][NH:20][C:21](=[O:27])[O:22][C:23]([CH3:26])([CH3:24])[CH3:25])=[C:17]([F:16])[CH:31]=3)=[CH:3][N:4]=2)[N:7]=1)[CH2:13][CH2:14][CH3:15]. The yield is 0.380. (3) The reactants are [CH:1]([C:3]1[CH:18]=[CH:17][C:6]([O:7][C:8]2[CH:16]=[CH:15][C:11]([C:12]([NH2:14])=[O:13])=[CH:10][N:9]=2)=[C:5]([O:19][CH3:20])[CH:4]=1)=O.[CH3:21][C:22]1[CH:23]=[C:24]([CH:28]=[CH:29][CH:30]=1)[CH2:25][CH2:26][NH2:27]. No catalyst specified. The product is [CH3:20][O:19][C:5]1[CH:4]=[C:3]([CH2:1][NH:27][CH2:26][CH2:25][C:24]2[CH:23]=[C:22]([CH3:21])[CH:30]=[CH:29][CH:28]=2)[CH:18]=[CH:17][C:6]=1[O:7][C:8]1[CH:16]=[CH:15][C:11]([C:12]([NH2:14])=[O:13])=[CH:10][N:9]=1. The yield is 0.789. (4) The reactants are [CH3:1][C:2]1([C:8]2[CH:13]=[CH:12][CH:11]=[CH:10][CH:9]=2)[CH2:7][CH2:6][CH2:5][NH:4][CH2:3]1.[ClH:14]. The catalyst is CO.C(OCC)C.[Pt](=O)=O. The product is [ClH:14].[CH:8]1([C:2]2([CH3:1])[CH2:7][CH2:6][CH2:5][NH:4][CH2:3]2)[CH2:9][CH2:10][CH2:11][CH2:12][CH2:13]1. The yield is 0.660.